Dataset: Catalyst prediction with 721,799 reactions and 888 catalyst types from USPTO. Task: Predict which catalyst facilitates the given reaction. (1) Reactant: [CH3:1][O:2][C:3](=[O:40])[C:4]1[CH:9]=[C:8]([O:10][C:11]2[CH:16]=[CH:15][CH:14]=[C:13]([NH:17]C(OC(C)(C)C)=O)[CH:12]=2)[CH:7]=[CH:6][C:5]=1[NH:25][S:26]([C:29]1[CH:34]=[CH:33][C:32]([O:35][CH2:36][CH2:37][CH2:38][CH3:39])=[CH:31][CH:30]=1)(=[O:28])=[O:27].C(O)(C(F)(F)F)=O. Product: [CH3:1][O:2][C:3](=[O:40])[C:4]1[CH:9]=[C:8]([O:10][C:11]2[CH:16]=[CH:15][CH:14]=[C:13]([NH2:17])[CH:12]=2)[CH:7]=[CH:6][C:5]=1[NH:25][S:26]([C:29]1[CH:30]=[CH:31][C:32]([O:35][CH2:36][CH2:37][CH2:38][CH3:39])=[CH:33][CH:34]=1)(=[O:27])=[O:28]. The catalyst class is: 2. (2) Reactant: [O:1]=[C:2]1[C:7]([C:8]2[O:9][C:10]3[C:11](=[C:13]([C:17]([OH:19])=O)[CH:14]=[CH:15][CH:16]=3)[N:12]=2)=[CH:6][CH:5]=[CH:4][NH:3]1.Cl.C(N=C=NCCCN(C)C)C.ON1C2C=CC=CC=2N=N1.Cl.Cl.[NH2:44][C@H:45]1[CH:50]2[CH2:51][CH2:52][N:47]([CH2:48][CH2:49]2)[CH2:46]1.C(N(CC)CC)C. Product: [N:47]12[CH2:52][CH2:51][CH:50]([CH2:49][CH2:48]1)[C@H:45]([NH:44][C:17]([C:13]1[CH:14]=[CH:15][CH:16]=[C:10]3[O:9][C:8]([C:7]4[C:2](=[O:1])[NH:3][CH:4]=[CH:5][CH:6]=4)=[N:12][C:11]=13)=[O:19])[CH2:46]2. The catalyst class is: 174. (3) Reactant: [F:1][C:2]1[CH:22]=[CH:21][C:5]([CH2:6][N:7]2[C:15]3[C:10](=[C:11]4[CH2:19][CH2:18][O:17][C:16](=[O:20])[C:12]4=[N:13][CH:14]=3)[CH:9]=[CH:8]2)=[CH:4][CH:3]=1.[NH2:23][O:24][CH2:25][O:26][CH2:27][CH2:28][Si:29]([CH3:32])([CH3:31])[CH3:30].[Li+].C[Si]([N-][Si](C)(C)C)(C)C. Product: [F:1][C:2]1[CH:3]=[CH:4][C:5]([CH2:6][N:7]2[C:15]3=[CH:14][N:13]=[C:12]([C:16]([NH:23][O:24][CH2:25][O:26][CH2:27][CH2:28][Si:29]([CH3:32])([CH3:31])[CH3:30])=[O:20])[C:11]([CH2:19][CH2:18][OH:17])=[C:10]3[CH:9]=[CH:8]2)=[CH:21][CH:22]=1. The catalyst class is: 1.